From a dataset of Full USPTO retrosynthesis dataset with 1.9M reactions from patents (1976-2016). Predict the reactants needed to synthesize the given product. Given the product [OH:2][C:1]1[CH:8]=[CH:7][C:5]([O:6][C:10]([CH3:17])([CH3:16])[C:11]([O:13][CH2:14][CH3:15])=[O:12])=[CH:4][CH:3]=1, predict the reactants needed to synthesize it. The reactants are: [C:1]1([CH:8]=[CH:7][C:5]([OH:6])=[CH:4][CH:3]=1)[OH:2].Br[C:10]([CH3:17])([CH3:16])[C:11]([O:13][CH2:14][CH3:15])=[O:12].Cl.